Task: Regression. Given two drug SMILES strings and cell line genomic features, predict the synergy score measuring deviation from expected non-interaction effect.. Dataset: NCI-60 drug combinations with 297,098 pairs across 59 cell lines (1) Drug 1: C1CN1P(=S)(N2CC2)N3CC3. Drug 2: CCN(CC)CCNC(=O)C1=C(NC(=C1C)C=C2C3=C(C=CC(=C3)F)NC2=O)C. Cell line: SR. Synergy scores: CSS=40.7, Synergy_ZIP=2.86, Synergy_Bliss=-5.44, Synergy_Loewe=-5.44, Synergy_HSA=-3.15. (2) Drug 1: COC1=C2C(=CC3=C1OC=C3)C=CC(=O)O2. Drug 2: B(C(CC(C)C)NC(=O)C(CC1=CC=CC=C1)NC(=O)C2=NC=CN=C2)(O)O. Cell line: SNB-75. Synergy scores: CSS=23.3, Synergy_ZIP=-0.840, Synergy_Bliss=-1.91, Synergy_Loewe=-56.9, Synergy_HSA=-0.995.